From a dataset of Catalyst prediction with 721,799 reactions and 888 catalyst types from USPTO. Predict which catalyst facilitates the given reaction. (1) Reactant: Cl[CH:2]1[N:7](Cl)[CH:6]=[C:5]([C:9]([F:12])([F:11])[F:10])[CH:4]=[N:3]1.[NH2:13][C:14]1[C:30]([O:31][CH3:32])=[CH:29][C:17]2[CH2:18][CH2:19][N:20]([CH2:23][C:24]([N:26]([CH3:28])[CH3:27])=[O:25])[CH2:21][CH2:22][C:16]=2[CH:15]=1.C(N(CC)C(C)C)(C)C.[CH3:42][CH:43]([S:45]([C:48]1[CH:53]=[CH:52][CH:51]=[CH:50][C:49]=1[NH2:54])(=[O:47])=[O:46])[CH3:44].C12(CS(O)(=O)=O)C(C)(C)C(CC1)CC2=O. Product: [CH3:32][O:31][C:30]1[C:14]([NH:13][C:2]2[N:7]=[C:6]([NH:54][C:49]3[CH:50]=[CH:51][CH:52]=[CH:53][C:48]=3[S:45]([CH:43]([CH3:44])[CH3:42])(=[O:47])=[O:46])[C:5]([C:9]([F:12])([F:11])[F:10])=[CH:4][N:3]=2)=[CH:15][C:16]2[CH2:22][CH2:21][N:20]([CH2:23][C:24]([N:26]([CH3:28])[CH3:27])=[O:25])[CH2:19][CH2:18][C:17]=2[CH:29]=1. The catalyst class is: 252. (2) The catalyst class is: 60. Reactant: C[O:2][C:3]1[CH:4]=[CH:5][C:6]2[C:7]3[N:8]([CH2:22][CH2:23][N:24]=3)[C:9]([NH:13][C:14](=[O:21])[C:15]3[CH:20]=[CH:19][CH:18]=[N:17][CH:16]=3)=[N:10][C:11]=2[CH:12]=1.[S-2].[Na+].[Na+]. Product: [OH:2][C:3]1[CH:4]=[CH:5][C:6]2[C:7]3[N:8]([CH2:22][CH2:23][N:24]=3)[C:9]([NH:13][C:14](=[O:21])[C:15]3[CH:20]=[CH:19][CH:18]=[N:17][CH:16]=3)=[N:10][C:11]=2[CH:12]=1. (3) Reactant: [OH:1][C@H:2]1[C@H:7]([CH3:8])[CH2:6][CH2:5][C@@H:4]([NH:9][C:10]2[C:15]([C:16]#[N:17])=[CH:14][N:13]=[C:12](S(C)(=O)=O)[N:11]=2)[CH2:3]1.[CH:22]1([NH2:25])[CH2:24][CH2:23]1. Product: [CH:22]1([NH:25][C:12]2[N:11]=[C:10]([NH:9][C@@H:4]3[CH2:5][CH2:6][C@@H:7]([CH3:8])[C@H:2]([OH:1])[CH2:3]3)[C:15]([C:16]#[N:17])=[CH:14][N:13]=2)[CH2:24][CH2:23]1. The catalyst class is: 37. (4) Reactant: [Cl:1][CH2:2][CH:3]=O.[NH2:5][C:6]1[CH:14]=[CH:13][C:9]([C:10]([OH:12])=[O:11])=[CH:8][N:7]=1. Product: [ClH:1].[N:5]1[CH:2]=[CH:3][N:7]2[CH:8]=[C:9]([C:10]([OH:12])=[O:11])[CH:13]=[CH:14][C:6]=12. The catalyst class is: 8.